From a dataset of Catalyst prediction with 721,799 reactions and 888 catalyst types from USPTO. Predict which catalyst facilitates the given reaction. (1) Reactant: [Si](OCCN1[CH2:15][C@H:14]([CH:16]([CH3:18])[CH3:17])[N:13]([C:19]2[CH:24]=[CH:23][N:22]3[N:25]=[CH:26][C:27]([C:28]4[CH:33]=[CH:32][C:31]([C:34]5[N:35](COCC[Si](C)(C)C)[CH:36]=[CH:37][N:38]=5)=[CH:30][CH:29]=4)=[C:21]3[N:20]=2)[C:12]1=[O:47])(C(C)(C)C)(C)C.FC(F)(F)C(O)=[O:51]. Product: [NH:35]1[CH:36]=[CH:37][N:38]=[C:34]1[C:31]1[CH:32]=[CH:33][C:28]([C:27]2[CH:26]=[N:25][N:22]3[CH:23]=[CH:24][C:19]([N:13]4[C@@H:14]([CH:16]([CH3:18])[CH3:17])[CH2:15][O:47][C:12]4=[O:51])=[N:20][C:21]=23)=[CH:29][CH:30]=1. The catalyst class is: 4. (2) Reactant: [OH-].[K+].[CH2:3]([O:5][C:6](=[O:17])[CH2:7][CH:8]([CH2:13][N+]([O-])=O)[C:9]([F:12])([F:11])[F:10])[CH3:4].[O-:18]S([O-])(=O)=O.[Mg+2].[O-][Mn](=O)(=O)=O.[K+]. Product: [CH2:3]([O:5][C:6](=[O:17])[CH2:7][CH:8]([CH:13]=[O:18])[C:9]([F:12])([F:11])[F:10])[CH3:4]. The catalyst class is: 20. (3) Reactant: [C:1]([O:5][C:6]([N:8]1[CH2:12][C@@H:11]([CH3:13])[CH2:10][C@H:9]1[C:14]1[NH:15][CH:16]=[C:17]([C:19]2[CH:24]=[CH:23][C:22](Br)=[CH:21][CH:20]=2)[N:18]=1)=[O:7])([CH3:4])([CH3:3])[CH3:2].[B:26]1([B:26]2[O:30][C:29]([CH3:32])([CH3:31])[C:28]([CH3:34])([CH3:33])[O:27]2)[O:30][C:29]([CH3:32])([CH3:31])[C:28]([CH3:34])([CH3:33])[O:27]1.C([O-])(=O)C.[K+].C(Cl)Cl. Product: [C:1]([O:5][C:6]([N:8]1[CH2:12][C@@H:11]([CH3:13])[CH2:10][C@H:9]1[C:14]1[NH:15][CH:16]=[C:17]([C:19]2[CH:24]=[CH:23][C:22]([B:26]3[O:30][C:29]([CH3:32])([CH3:31])[C:28]([CH3:34])([CH3:33])[O:27]3)=[CH:21][CH:20]=2)[N:18]=1)=[O:7])([CH3:4])([CH3:3])[CH3:2]. The catalyst class is: 75. (4) Reactant: [CH2:1]([N:5]1[C:10]([NH:11][N:12]=[CH:13][C:14]2[C:18]3[CH:19]=[CH:20][CH:21]=[CH:22][C:17]=3[S:16][CH:15]=2)=[CH:9][C:8](=[O:23])[N:7]([CH3:24])[C:6]1=[O:25])[CH:2]([CH3:4])[CH3:3].[CH3:26][N:27]1[CH:31]=[CH:30][CH:29]=[C:28]1[CH:32]=O.C(N(CC)CC)C. Product: [S:16]1[C:17]2[CH:22]=[CH:21][CH:20]=[CH:19][C:18]=2[C:14]([CH2:13][N:12]2[C:32]([C:28]3[N:27]([CH3:26])[CH:31]=[CH:30][CH:29]=3)=[C:9]3[C:10]([N:5]([CH2:1][CH:2]([CH3:4])[CH3:3])[C:6](=[O:25])[N:7]([CH3:24])[C:8]3=[O:23])=[N:11]2)=[CH:15]1. The catalyst class is: 44. (5) Reactant: [C:1]([O:4][CH:5](SC)[C:6](=[O:19])[C@@H:7]([NH:11][C:12]([O:14][C:15]([CH3:18])([CH3:17])[CH3:16])=[O:13])[CH:8]([CH3:10])[CH3:9])(=[O:3])[CH3:2].CCO.[BH4-].[Na+].Cl. Product: [C:1]([O:4][CH2:5][CH:6]([OH:19])[C@@H:7]([NH:11][C:12]([O:14][C:15]([CH3:16])([CH3:18])[CH3:17])=[O:13])[CH:8]([CH3:10])[CH3:9])(=[O:3])[CH3:2]. The catalyst class is: 238. (6) Reactant: [OH:1][C:2]1[C:3]([CH3:33])([CH3:32])[C:4]2[C:9]([C:10](=[O:23])[C:11]=1[C:12]([NH:14][CH2:15][C:16]([O:18]C(C)(C)C)=[O:17])=[O:13])=[CH:8][CH:7]=[C:6]([CH2:24][CH2:25][C:26]1[CH:31]=[CH:30][CH:29]=[CH:28][CH:27]=1)[CH:5]=2. Product: [OH:1][C:2]1[C:3]([CH3:33])([CH3:32])[C:4]2[C:9]([C:10](=[O:23])[C:11]=1[C:12]([NH:14][CH2:15][C:16]([OH:18])=[O:17])=[O:13])=[CH:8][CH:7]=[C:6]([CH2:24][CH2:25][C:26]1[CH:27]=[CH:28][CH:29]=[CH:30][CH:31]=1)[CH:5]=2. The catalyst class is: 67. (7) Reactant: [NH2:1][C:2]1[CH:10]=[C:9]([O:11][CH3:12])[CH:8]=[CH:7][C:3]=1[C:4]([NH2:6])=[O:5].[OH:13][CH2:14][CH2:15][O:16][C:17]1[C:24]([CH3:25])=[CH:23][C:20]([CH:21]=O)=[CH:19][C:18]=1[CH3:26].OS([O-])=O.[Na+].CC1C=CC(S(O)(=O)=O)=CC=1. Product: [OH:13][CH2:14][CH2:15][O:16][C:17]1[C:24]([CH3:25])=[CH:23][C:20]([C:21]2[NH:6][C:4](=[O:5])[C:3]3[C:2](=[CH:10][C:9]([O:11][CH3:12])=[CH:8][CH:7]=3)[N:1]=2)=[CH:19][C:18]=1[CH3:26]. The catalyst class is: 80. (8) Reactant: ClC1C(C2C=CN=CC=2NC)=CC=CN=1.F[C:17]1[CH:22]=[CH:21]C=[C:19](OC)[C:18]=1[C:25]1[CH:30]=[CH:29][N:28]=[CH:27][C:26]=1[N:31]([CH2:48]C(F)(F)F)[C:32](=[O:47])[C:33]1[CH:38]=[C:37]([C:39]([F:42])([F:41])[F:40])[CH:36]=[C:35]([S:43]([CH3:46])(=[O:45])=[O:44])[CH:34]=1.CCN(C(C)C)C(C)C.[NH4+:62].[Cl-:63]. The catalyst class is: 2. Product: [Cl:63][C:19]1[C:18]([C:25]2[CH:30]=[CH:29][N:28]=[CH:27][C:26]=2[N:31]([CH3:48])[C:32](=[O:47])[C:33]2[CH:38]=[C:37]([C:39]([F:42])([F:41])[F:40])[CH:36]=[C:35]([S:43]([CH3:46])(=[O:44])=[O:45])[CH:34]=2)=[CH:17][CH:22]=[CH:21][N:62]=1. (9) Reactant: [CH3:1][N:2]([CH3:15])[C:3](=O)[CH2:4][CH2:5][C:6]1[NH:7][CH:8]=[C:9]([CH2:11][CH2:12][CH3:13])[CH:10]=1.[H-].[H-].[H-].[H-].[Li+].[Al+3]. Product: [CH3:15][N:2]([CH3:1])[CH2:3][CH2:4][CH2:5][C:6]1[NH:7][CH:8]=[C:9]([CH2:11][CH2:12][CH3:13])[CH:10]=1. The catalyst class is: 1. (10) Reactant: [H-].[Na+].[CH3:3][C:4]1[C:8]2[CH:9]=[CH:10][C:11]([CH3:13])=[CH:12][C:7]=2[O:6][C:5]=1[C:14](=O)[CH2:15][CH2:16][CH2:17][CH3:18].[OH2:20]. Product: [CH3:3][C:4]1[C:8]2[CH:9]=[CH:10][C:11]([CH3:13])=[CH:12][C:7]=2[O:6][C:5]=1[C:14]([CH2:15][CH2:16][CH2:17][CH3:18])=[CH:4][C:5]([O:6][CH2:7][CH3:8])=[O:20]. The catalyst class is: 1.